This data is from Full USPTO retrosynthesis dataset with 1.9M reactions from patents (1976-2016). The task is: Predict the reactants needed to synthesize the given product. (1) Given the product [F:16][C:13]1[CH:14]=[CH:15][C:10]([C:4]2[C:3]([C:1]#[N:2])=[CH:9][CH:8]=[C:6]([N:7]3[C:39](=[O:41])[C@@H:40]4[C@H:33]([OH:32])[CH2:34][CH2:35][N:36]4[C:37]3=[O:54])[CH:5]=2)=[CH:11][CH:12]=1, predict the reactants needed to synthesize it. The reactants are: [C:1]([C:3]1[CH:9]=[CH:8][C:6]([NH2:7])=[CH:5][C:4]=1[C:10]1[CH:15]=[CH:14][C:13]([F:16])=[CH:12][CH:11]=1)#[N:2].N(C1C2CCCCC=2C(C#N)=CC=1)=C=O.[OH:32][C@H:33]1[C@@H:40]2[N:36]([C:37](=[O:54])N(C3C4CCCCC=4C(C#N)=CC=3)[C:39]2=[O:41])[CH2:35][CH2:34]1. (2) Given the product [CH3:1][C:2]1[CH:3]=[CH:4][C:5]2[N:6]([C:8]([CH2:11][S:12][C:13]3[CH:18]=[CH:17][C:16]([NH2:19])=[CH:15][CH:14]=3)=[CH:9][N:10]=2)[CH:7]=1, predict the reactants needed to synthesize it. The reactants are: [CH3:1][C:2]1[CH:3]=[CH:4][C:5]2[N:6]([C:8]([CH2:11][S:12][C:13]3[CH:18]=[CH:17][C:16]([N+:19]([O-])=O)=[CH:15][CH:14]=3)=[CH:9][N:10]=2)[CH:7]=1.[Cl-].[Ca+2].[Cl-].C(O)C. (3) The reactants are: [C:1]1([C:11](Cl)=[O:12])[C:10]2[C:5](=[CH:6][CH:7]=[CH:8][CH:9]=2)[CH:4]=[CH:3][CH:2]=1.[Al+3].[Cl-].[Cl-].[Cl-].[CH2:18]([O:20][C:21]([C:23]1[NH:24][C:25]2[C:30]([CH:31]=1)=[CH:29][CH:28]=[CH:27][CH:26]=2)=[O:22])[CH3:19]. Given the product [CH2:18]([O:20][C:21]([C:23]1[NH:24][C:25]2[C:30]([C:31]=1[C:11]([C:1]1[C:10]3[C:5](=[CH:6][CH:7]=[CH:8][CH:9]=3)[CH:4]=[CH:3][CH:2]=1)=[O:12])=[CH:29][CH:28]=[CH:27][CH:26]=2)=[O:22])[CH3:19], predict the reactants needed to synthesize it. (4) Given the product [C:12]([C:3]1[C:2]([S:14][CH2:15][C:16]([O:18][CH2:19][CH3:20])=[O:17])=[CH:11][CH:10]=[C:9]2[C:4]=1[CH:5]=[CH:6][CH:7]=[N:8]2)#[N:13], predict the reactants needed to synthesize it. The reactants are: Br[C:2]1[CH:11]=[CH:10][C:9]2[N:8]=[CH:7][CH:6]=[CH:5][C:4]=2[C:3]=1[C:12]#[N:13].[SH:14][CH2:15][C:16]([O:18][CH2:19][CH3:20])=[O:17].[O-]CC.[Na+].C(=O)(O)[O-].[Na+]. (5) Given the product [CH:1]1([S:6][C:7]2[CH:8]=[C:9]([CH:10]=[CH:11][CH:12]=2)[CH2:13][O:14][CH2:22][CH2:23][O:24][CH2:25][CH2:26][CH2:27][CH2:28][CH2:29][CH2:30][N:31]2[CH2:35][C@@H:34]([C:36]3[CH:47]=[CH:46][C:39]4[O:40][C:41]([CH3:44])([CH3:45])[O:42][CH2:43][C:38]=4[CH:37]=3)[O:33][C:32]2=[O:48])[CH2:5][CH2:4][CH2:3][CH2:2]1, predict the reactants needed to synthesize it. The reactants are: [CH:1]1([S:6][C:7]2[CH:8]=[C:9]([CH2:13][OH:14])[CH:10]=[CH:11][CH:12]=2)[CH2:5][CH2:4][CH2:3][CH2:2]1.[H-].[Na+].CS(O[CH2:22][CH2:23][O:24][CH2:25][CH2:26][CH2:27][CH2:28][CH2:29][CH2:30][N:31]1[CH2:35][C@@H:34]([C:36]2[CH:47]=[CH:46][C:39]3[O:40][C:41]([CH3:45])([CH3:44])[O:42][CH2:43][C:38]=3[CH:37]=2)[O:33][C:32]1=[O:48])(=O)=O.P([O-])([O-])([O-])=O.